This data is from Reaction yield outcomes from USPTO patents with 853,638 reactions. The task is: Predict the reaction yield, written as a fraction of the theoretical maximum amount of product (1.0 means a 100% yield; for example, 0.34 means a 34% yield). (1) The reactants are C([O:4][CH:5]([CH2:39][O:40][CH:41]([CH3:43])[CH3:42])[CH2:6][O:7][C:8]1[CH:13]=[CH:12][C:11](/[CH:14]=[CH:15]/[C:16](=[O:26])[NH:17][S:18]([CH2:21][CH2:22][CH2:23][CH2:24][CH3:25])(=[O:20])=[O:19])=[C:10]([O:27][C:28]2[C:33]([Cl:34])=[CH:32][C:31]([C:35]([F:38])([F:37])[F:36])=[CH:30][N:29]=2)[CH:9]=1)(=O)C.O1CCCC1.[OH-].[Na+].Cl. The catalyst is O.C(O)C. The product is [Cl:34][C:33]1[C:28]([O:27][C:10]2[CH:9]=[C:8]([O:7][CH2:6][CH:5]([OH:4])[CH2:39][O:40][CH:41]([CH3:43])[CH3:42])[CH:13]=[CH:12][C:11]=2/[CH:14]=[CH:15]/[C:16]([NH:17][S:18]([CH2:21][CH2:22][CH2:23][CH2:24][CH3:25])(=[O:20])=[O:19])=[O:26])=[N:29][CH:30]=[C:31]([C:35]([F:37])([F:36])[F:38])[CH:32]=1. The yield is 0.520. (2) The product is [NH2:19][C:17]1[N:18]=[C:13]([CH2:12][N:9]2[C:10]3[C:6](=[CH:5][CH:4]=[C:3]([C:27]#[C:28][CH2:29][CH2:30][OH:31])[CH:11]=3)[CH:7]=[C:8]2[C:20]2[CH:25]=[CH:24][CH:23]=[CH:22][C:21]=2[Cl:26])[CH:14]=[CH:15][CH:16]=1. The catalyst is N1CCCC1.O.C1C=CC([P]([Pd]([P](C2C=CC=CC=2)(C2C=CC=CC=2)C2C=CC=CC=2)([P](C2C=CC=CC=2)(C2C=CC=CC=2)C2C=CC=CC=2)[P](C2C=CC=CC=2)(C2C=CC=CC=2)C2C=CC=CC=2)(C2C=CC=CC=2)C2C=CC=CC=2)=CC=1. The reactants are Cl.Br[C:3]1[CH:11]=[C:10]2[C:6]([CH:7]=[C:8]([C:20]3[CH:25]=[CH:24][CH:23]=[CH:22][C:21]=3[Cl:26])[N:9]2[CH2:12][C:13]2[N:18]=[C:17]([NH2:19])[CH:16]=[CH:15][CH:14]=2)=[CH:5][CH:4]=1.[CH:27]#[C:28][CH2:29][CH2:30][OH:31]. The yield is 0.280.